From a dataset of Peptide-MHC class I binding affinity with 185,985 pairs from IEDB/IMGT. Regression. Given a peptide amino acid sequence and an MHC pseudo amino acid sequence, predict their binding affinity value. This is MHC class I binding data. (1) The peptide sequence is SLRAEDTAVYY. The MHC is HLA-A23:01 with pseudo-sequence HLA-A23:01. The binding affinity (normalized) is 0.0607. (2) The peptide sequence is RVFNGDDVK. The MHC is HLA-B35:01 with pseudo-sequence HLA-B35:01. The binding affinity (normalized) is 0.0847. (3) The peptide sequence is AAILKQHKL. The MHC is HLA-B58:01 with pseudo-sequence HLA-B58:01. The binding affinity (normalized) is 0.213. (4) The peptide sequence is KALFMHCKK. The MHC is Mamu-B3901 with pseudo-sequence Mamu-B3901. The binding affinity (normalized) is 0.145. (5) The peptide sequence is TVLDVGDAY. The MHC is HLA-A02:01 with pseudo-sequence HLA-A02:01. The binding affinity (normalized) is 0.124. (6) The peptide sequence is WPRHRRLSI. The MHC is HLA-A02:03 with pseudo-sequence HLA-A02:03. The binding affinity (normalized) is 0.0847. (7) The peptide sequence is SPAIFQYTM. The MHC is Mamu-A2601 with pseudo-sequence YYAMYSQIMADSYESNLYIRLHHYTWAAWAYEWY. The binding affinity (normalized) is 0.699. (8) The peptide sequence is LYKSGLFQF. The MHC is HLA-A24:02 with pseudo-sequence HLA-A24:02. The binding affinity (normalized) is 0.537.